From a dataset of Merck oncology drug combination screen with 23,052 pairs across 39 cell lines. Regression. Given two drug SMILES strings and cell line genomic features, predict the synergy score measuring deviation from expected non-interaction effect. (1) Drug 1: N#Cc1ccc(Cn2cncc2CN2CCN(c3cccc(Cl)c3)C(=O)C2)cc1. Drug 2: CCN(CC)CCNC(=O)c1c(C)[nH]c(C=C2C(=O)Nc3ccc(F)cc32)c1C. Cell line: ES2. Synergy scores: synergy=10.3. (2) Drug 1: Cc1nc(Nc2ncc(C(=O)Nc3c(C)cccc3Cl)s2)cc(N2CCN(CCO)CC2)n1. Drug 2: CCC1(O)C(=O)OCc2c1cc1n(c2=O)Cc2cc3c(CN(C)C)c(O)ccc3nc2-1. Cell line: NCIH1650. Synergy scores: synergy=29.1. (3) Drug 1: CN1C(=O)C=CC2(C)C3CCC4(C)C(NC(=O)OCC(F)(F)F)CCC4C3CCC12. Drug 2: COC1CC2CCC(C)C(O)(O2)C(=O)C(=O)N2CCCCC2C(=O)OC(C(C)CC2CCC(OP(C)(C)=O)C(OC)C2)CC(=O)C(C)C=C(C)C(O)C(OC)C(=O)C(C)CC(C)C=CC=CC=C1C. Cell line: SW620. Synergy scores: synergy=0.534. (4) Drug 1: CC1CC2C3CCC4=CC(=O)C=CC4(C)C3(F)C(O)CC2(C)C1(O)C(=O)CO. Drug 2: CCc1cnn2c(NCc3ccc[n+]([O-])c3)cc(N3CCCCC3CCO)nc12. Cell line: LNCAP. Synergy scores: synergy=30.2. (5) Drug 1: O=C(CCCCCCC(=O)Nc1ccccc1)NO. Drug 2: C=CCn1c(=O)c2cnc(Nc3ccc(N4CCN(C)CC4)cc3)nc2n1-c1cccc(C(C)(C)O)n1. Cell line: VCAP. Synergy scores: synergy=-4.12. (6) Drug 1: O=c1[nH]cc(F)c(=O)[nH]1. Drug 2: CC1(c2nc3c(C(N)=O)cccc3[nH]2)CCCN1. Cell line: DLD1. Synergy scores: synergy=1.94. (7) Drug 1: COc1cccc2c1C(=O)c1c(O)c3c(c(O)c1C2=O)CC(O)(C(=O)CO)CC3OC1CC(N)C(O)C(C)O1. Drug 2: Cn1c(=O)n(-c2ccc(C(C)(C)C#N)cc2)c2c3cc(-c4cnc5ccccc5c4)ccc3ncc21. Cell line: OVCAR3. Synergy scores: synergy=7.11.